Task: Regression/Classification. Given a drug SMILES string, predict its absorption, distribution, metabolism, or excretion properties. Task type varies by dataset: regression for continuous measurements (e.g., permeability, clearance, half-life) or binary classification for categorical outcomes (e.g., BBB penetration, CYP inhibition). Dataset: pampa_ncats.. Dataset: PAMPA (Parallel Artificial Membrane Permeability Assay) permeability data from NCATS (1) The compound is C1CN(CCN1CC2=CC=CC=C2)C(=O)[C@H](CC3=CC=C(C=C3)O[S+](=O)(C4=CC=CC5=C4C=CN=C5)[O-])N[S+](=O)(C6=CC=CC7=C6C=CN=C7)[O-]. The result is 1 (high permeability). (2) The molecule is CC(C)CNC1=C2C(=NOC2=NC=N1)C3=CC=C(C=C3)Cl. The result is 1 (high permeability). (3) The molecule is CCOC1=CC=C(C=C1)C2C3=C(NN=C3C(=O)N2C4=CC=C(C=C4)C(=O)OCC)C5=CC=CS5. The result is 1 (high permeability). (4) The drug is CC1=C(N=C(O1)C2=CC=C(C=C2)OC)CS(=O)CC(=O)N3CCC4(CC3)OCCO4. The result is 1 (high permeability). (5) The molecule is C1=CC=C(C=C1)C2=CSC(=N2)NS(=O)(=O)C3=CC=C(C=C3)NC(=O)C4=CC5=CC=CC=C5C=C4. The result is 0 (low-to-moderate permeability). (6) The compound is COC1=C(C=CN=C1)C2=NC3=CC=CC=C3C(=N2)NC4=CC(=C(C=C4)F)F. The result is 0 (low-to-moderate permeability).